Predict the product of the given reaction. From a dataset of Forward reaction prediction with 1.9M reactions from USPTO patents (1976-2016). Given the reactants C(NC(C)C)(C)C.[Li]CCCC.N#N.[F:15][C:16]1[N:30]=[CH:29][CH:28]=[CH:27][C:17]=1[C:18]([N:20]([CH:24]([CH3:26])[CH3:25])[CH:21]([CH3:23])[CH3:22])=[O:19].CN([CH:34]=[O:35])C, predict the reaction product. The product is: [F:15][C:16]1[N:30]=[CH:29][CH:28]=[C:27]([CH:34]=[O:35])[C:17]=1[C:18]([N:20]([CH:21]([CH3:22])[CH3:23])[CH:24]([CH3:25])[CH3:26])=[O:19].